Dataset: Full USPTO retrosynthesis dataset with 1.9M reactions from patents (1976-2016). Task: Predict the reactants needed to synthesize the given product. (1) The reactants are: [Cl:1][C:2]1[C:7]([N+:8]([O-])=O)=[CH:6][C:5]([NH:11][C:12](=[O:15])[O:13][CH3:14])=[CH:4][C:3]=1[C:16]1[CH2:17][CH2:18][N:19]([CH3:22])[CH2:20][CH:21]=1. Given the product [NH2:8][C:7]1[CH:6]=[C:5]([NH:11][C:12](=[O:15])[O:13][CH3:14])[CH:4]=[C:3]([CH:16]2[CH2:17][CH2:18][N:19]([CH3:22])[CH2:20][CH2:21]2)[C:2]=1[Cl:1], predict the reactants needed to synthesize it. (2) The reactants are: [C:1]([O:5][C:6](=[O:17])[N:7]([CH2:14][CH:15]=[CH2:16])[CH2:8][C:9]#[C:10][CH2:11][CH2:12][CH3:13])([CH3:4])([CH3:3])[CH3:2].C[N+]1([O-])CC[O:22][CH2:21]C1. Given the product [C:1]([O:5][C:6]([N:7]1[CH2:14][CH:15]2[CH2:16][C:21](=[O:22])[C:10]([CH2:11][CH2:12][CH3:13])=[C:9]2[CH2:8]1)=[O:17])([CH3:3])([CH3:2])[CH3:4], predict the reactants needed to synthesize it. (3) The reactants are: [NH2:1][C:2]1[CH:10]=[CH:9][C:5]([C:6]([NH2:8])=[O:7])=[CH:4][C:3]=1[O:11][CH:12]1[CH2:16][CH2:15][O:14][CH2:13]1.Cl[C:18]1[C:19]2[S:26][CH:25]=[CH:24][C:20]=2[N:21]=[CH:22][N:23]=1.[OH-].[NH4+].O. Given the product [O:14]1[CH2:15][CH2:16][CH:12]([O:11][C:3]2[CH:4]=[C:5]([CH:9]=[CH:10][C:2]=2[NH:1][C:18]2[C:19]3[S:26][CH:25]=[CH:24][C:20]=3[N:21]=[CH:22][N:23]=2)[C:6]([NH2:8])=[O:7])[CH2:13]1, predict the reactants needed to synthesize it. (4) Given the product [C:23]([CH:20]1[CH2:21][CH2:22][CH:17]([CH2:16][N:15]([C:27]2[CH:32]=[CH:31][C:30]([F:33])=[C:29]([F:34])[CH:28]=2)[C:13](=[O:14])[NH:12][C:10]2[S:11][C:7]([S:6][CH2:5][C:4]([OH:35])=[O:3])=[CH:8][N:9]=2)[CH2:18][CH2:19]1)([CH3:26])([CH3:24])[CH3:25], predict the reactants needed to synthesize it. The reactants are: C([O:3][C:4](=[O:35])[CH2:5][S:6][C:7]1[S:11][C:10]([NH:12][C:13]([N:15]([C:27]2[CH:32]=[CH:31][C:30]([F:33])=[C:29]([F:34])[CH:28]=2)[CH2:16][CH:17]2[CH2:22][CH2:21][CH:20]([C:23]([CH3:26])([CH3:25])[CH3:24])[CH2:19][CH2:18]2)=[O:14])=[N:9][CH:8]=1)C.C1(CN(C2C=CC(S(C)(=O)=O)=CC=2)C(=O)NC2SC=C(CC(O)=O)N=2)CCCC1.C(C1CCC(CNC2C=CC(F)=C(F)C=2)CC1)(C)(C)C.C(OC(=O)CSC1SC(N)=NC=1)C. (5) Given the product [Cl:1][C:2]1[N:3]=[C:4]([NH:15][N:14]([CH3:16])[CH3:13])[C:5]2[S:10][CH:9]=[C:8]([CH3:11])[C:6]=2[N:7]=1, predict the reactants needed to synthesize it. The reactants are: [Cl:1][C:2]1[N:3]=[C:4](Cl)[C:5]2[S:10][CH:9]=[C:8]([CH3:11])[C:6]=2[N:7]=1.[CH3:13][N:14]([CH3:16])[NH2:15]. (6) Given the product [OH:42][C:41]1[CH:31]=[CH:30][CH:29]=[CH:28][C:27]=1[CH:23]([CH2:22][C:19]1[CH:18]=[CH:17][C:16]([O:15][CH2:14][CH2:13][N:9]2[C:8]3[CH:33]=[CH:34][C:5]([C:4](=[N:3][O:2][CH3:1])[C:35]4[CH:40]=[CH:39][CH:38]=[CH:37][CH:36]=4)=[CH:6][C:7]=3[S:11][C:10]2=[O:12])=[CH:21][CH:20]=1)[C:24]([O:25][CH3:26])=[O:32], predict the reactants needed to synthesize it. The reactants are: [CH3:1][O:2][N:3]=[C:4]([C:35]1[CH:40]=[CH:39][CH:38]=[CH:37][CH:36]=1)[C:5]1[CH:34]=[CH:33][C:8]2[N:9]([CH2:13][CH2:14][O:15][C:16]3[CH:21]=[CH:20][C:19]([CH2:22][CH:23]4[C:27]5[CH:28]=[CH:29][CH:30]=[CH:31][C:26]=5[O:25][C:24]4=[O:32])=[CH:18][CH:17]=3)[C:10](=[O:12])[S:11][C:7]=2[CH:6]=1.[CH3:41][OH:42]. (7) Given the product [F:1][C:2]([F:13])([F:14])[O:3][C:4]1[CH:5]=[CH:6][C:7]([CH2:10][CH2:11][NH2:12])=[CH:8][CH:9]=1, predict the reactants needed to synthesize it. The reactants are: [F:1][C:2]([F:14])([F:13])[O:3][C:4]1[CH:9]=[CH:8][C:7]([CH2:10][C:11]#[N:12])=[CH:6][CH:5]=1.CO.